Dataset: Full USPTO retrosynthesis dataset with 1.9M reactions from patents (1976-2016). Task: Predict the reactants needed to synthesize the given product. (1) Given the product [F:19][C:20]1[CH:21]=[C:22]([CH2:26][C:27]([NH:1][N:2]2[N:11]=[C:10]([N:12]3[CH2:17][CH2:16][O:15][CH2:14][CH2:13]3)[C:9]3[C:4](=[CH:5][CH:6]=[CH:7][CH:8]=3)[C:3]2=[O:18])=[O:28])[CH:23]=[CH:24][CH:25]=1, predict the reactants needed to synthesize it. The reactants are: [NH2:1][N:2]1[N:11]=[C:10]([N:12]2[CH2:17][CH2:16][O:15][CH2:14][CH2:13]2)[C:9]2[C:4](=[CH:5][CH:6]=[CH:7][CH:8]=2)[C:3]1=[O:18].[F:19][C:20]1[CH:21]=[C:22]([CH2:26][C:27](O)=[O:28])[CH:23]=[CH:24][CH:25]=1. (2) Given the product [C:1]([O:5][C:6]([N:8]([CH3:44])[C:9]1[N:13]([CH:14]2[CH2:19][CH2:18][CH2:17][N:16]([C:20]([O:22][C:23]([CH3:26])([CH3:25])[CH3:24])=[O:21])[CH2:15]2)[N:12]=[C:11]([C:27]2[CH:32]=[CH:31][C:30]([O:33][C:34]3[CH:35]=[CH:36][CH:37]=[CH:38][CH:39]=3)=[CH:29][CH:28]=2)[C:10]=1[C:40]#[N:41])=[O:7])([CH3:2])([CH3:3])[CH3:4], predict the reactants needed to synthesize it. The reactants are: [C:1]([O:5][C:6]([NH:8][C:9]1[N:13]([CH:14]2[CH2:19][CH2:18][CH2:17][N:16]([C:20]([O:22][C:23]([CH3:26])([CH3:25])[CH3:24])=[O:21])[CH2:15]2)[N:12]=[C:11]([C:27]2[CH:32]=[CH:31][C:30]([O:33][C:34]3[CH:39]=[CH:38][CH:37]=[CH:36][CH:35]=3)=[CH:29][CH:28]=2)[C:10]=1[C:40]#[N:41])=[O:7])([CH3:4])([CH3:3])[CH3:2].[H-].[Na+].[CH3:44]I.O.